From a dataset of Catalyst prediction with 721,799 reactions and 888 catalyst types from USPTO. Predict which catalyst facilitates the given reaction. (1) Product: [N:32]([CH2:11][C@H:9]1[CH2:10][C@@H:8]1[C:6]1[CH:7]=[C:2]([Br:1])[CH:3]=[CH:4][C:5]=1[O:13][CH2:14][CH:15]1[CH2:17][CH2:16]1)=[N+:33]=[N-:34]. The catalyst class is: 34. Reactant: [Br:1][C:2]1[CH:3]=[CH:4][C:5]([O:13][CH2:14][CH:15]2[CH2:17][CH2:16]2)=[C:6]([C@H:8]2[CH2:10][C@@H:9]2[CH2:11]O)[CH:7]=1.CCN(CC)CC.CS(Cl)(=O)=O.[NH4+].[Cl-].[N-:32]=[N+:33]=[N-:34].[Na+]. (2) Reactant: [OH-].[Na+].[F:3][C:4]1[C:9]([F:10])=[C:8]([CH3:11])[CH:7]=[CH:6][C:5]=1[OH:12].S(OC)(O[CH3:17])(=O)=O. Product: [F:3][C:4]1[C:9]([F:10])=[C:8]([CH3:11])[CH:7]=[CH:6][C:5]=1[O:12][CH3:17]. The catalyst class is: 6. (3) Reactant: C[O-].[Na+].[CH3:4][N:5]([CH3:21])[C:6]1[N:10]([CH2:11][C:12]2[CH:17]=[CH:16][CH:15]=[CH:14][C:13]=2[F:18])[N:9]=[C:8]([C:19]#[N:20])[CH:7]=1.[Cl-:22].[NH4+:23].C(O)(=O)C. Product: [ClH:22].[CH3:4][N:5]([CH3:21])[C:6]1[N:10]([CH2:11][C:12]2[CH:17]=[CH:16][CH:15]=[CH:14][C:13]=2[F:18])[N:9]=[C:8]([C:19](=[NH:23])[NH2:20])[CH:7]=1. The catalyst class is: 5. (4) Reactant: [OH:1][C:2]1[CH:18]=[CH:17][CH:16]=[CH:15][C:3]=1[CH2:4][C:5]1[CH:14]=[CH:13][C:8]([C:9]([O:11][CH3:12])=[O:10])=[CH:7][CH:6]=1.C(=O)([O-])[O-].[K+].[K+].[CH2:25](Br)[C:26]1[CH:31]=[CH:30][CH:29]=[CH:28][CH:27]=1. Product: [CH2:25]([O:1][C:2]1[CH:18]=[CH:17][CH:16]=[CH:15][C:3]=1[CH2:4][C:5]1[CH:14]=[CH:13][C:8]([C:9]([O:11][CH3:12])=[O:10])=[CH:7][CH:6]=1)[C:26]1[CH:31]=[CH:30][CH:29]=[CH:28][CH:27]=1. The catalyst class is: 9. (5) Reactant: [N+:1]([C:4]1[CH:5]=[C:6]([N:15]2[CH2:20][CH2:19][N:18]([C:21]([C:23]3[CH:28]=[CH:27][CH:26]=[CH:25][CH:24]=3)=[O:22])[CH2:17][CH2:16]2)[CH:7]=[CH:8][C:9]=1[O:10][C:11]([F:14])([F:13])[F:12])([O-])=O. Product: [NH2:1][C:4]1[CH:5]=[C:6]([N:15]2[CH2:16][CH2:17][N:18]([C:21]([C:23]3[CH:28]=[CH:27][CH:26]=[CH:25][CH:24]=3)=[O:22])[CH2:19][CH2:20]2)[CH:7]=[CH:8][C:9]=1[O:10][C:11]([F:12])([F:13])[F:14]. The catalyst class is: 19. (6) Reactant: [CH2:1]([C:9]1([CH2:23]CCCCCCC)[C:21]2[CH:20]=[C:19](Br)[CH:18]=[CH:17][C:16]=2[C:15]2[C:10]1=[CH:11][CH:12]=[CH:13][CH:14]=2)CCCCCCC.C1(C)C=CC=CC=1.[Li]CCCC.CN([CH:46]=[O:47])C. Product: [CH:46]([C:19]1[CH:18]=[CH:17][C:16]2[C:15]3[C:10](=[CH:11][CH:12]=[CH:13][CH:14]=3)[C:9]([CH3:23])([CH3:1])[C:21]=2[CH:20]=1)=[O:47]. The catalyst class is: 81.